Regression. Given a peptide amino acid sequence and an MHC pseudo amino acid sequence, predict their binding affinity value. This is MHC class I binding data. From a dataset of Peptide-MHC class I binding affinity with 185,985 pairs from IEDB/IMGT. (1) The peptide sequence is YATVAGHEG. The MHC is HLA-B08:01 with pseudo-sequence HLA-B08:01. The binding affinity (normalized) is 0.0847. (2) The peptide sequence is PFKVINLPK. The MHC is HLA-A11:01 with pseudo-sequence HLA-A11:01. The binding affinity (normalized) is 0.399. (3) The peptide sequence is YSKLTKDRK. The MHC is HLA-A68:01 with pseudo-sequence HLA-A68:01. The binding affinity (normalized) is 0.634. (4) The peptide sequence is RQMKSGGRF. The MHC is BoLA-D18.4 with pseudo-sequence BoLA-D18.4. The binding affinity (normalized) is 0.516. (5) The peptide sequence is YPWAIFHPH. The MHC is HLA-C04:01 with pseudo-sequence HLA-C04:01. The binding affinity (normalized) is 0.213. (6) The peptide sequence is QVKRREGMF. The MHC is HLA-B40:01 with pseudo-sequence HLA-B40:01. The binding affinity (normalized) is 0.0847. (7) The peptide sequence is RLEDVFAGK. The MHC is HLA-B40:01 with pseudo-sequence HLA-B40:01. The binding affinity (normalized) is 0.0847.